Predict the reactants needed to synthesize the given product. From a dataset of Full USPTO retrosynthesis dataset with 1.9M reactions from patents (1976-2016). (1) Given the product [CH3:33][O:32][C:30]1[CH:31]=[C:26]([CH2:25][CH2:24][C:20]2[NH:19][N:18]=[C:22]([NH:23][C:44](=[O:45])[C:43]3[CH:42]=[CH:41][C:40]([O:39][CH2:38][CH2:37][OH:36])=[CH:49][CH:48]=3)[CH:21]=2)[CH:27]=[C:28]([O:34][CH3:35])[CH:29]=1, predict the reactants needed to synthesize it. The reactants are: C[Si]([N-][Si](C)(C)C)(C)C.[Na+].C(OC([N:18]1[C:22]([NH2:23])=[CH:21][C:20]([CH2:24][CH2:25][C:26]2[CH:31]=[C:30]([O:32][CH3:33])[CH:29]=[C:28]([O:34][CH3:35])[CH:27]=2)=[N:19]1)=O)(C)(C)C.[OH:36][CH2:37][CH2:38][O:39][C:40]1[CH:49]=[CH:48][C:43]([C:44](OC)=[O:45])=[CH:42][CH:41]=1. (2) Given the product [NH:7]1[CH2:12][CH2:11][CH2:10][C@@H:9]2[C:13]3[CH:14]=[CH:15][C:16]([OH:21])=[CH:17][C:18]=3[CH2:19][C@H:8]12, predict the reactants needed to synthesize it. The reactants are: N([O-])=O.[Na+].Cl.Cl.[NH:7]1[CH2:12][CH2:11][CH2:10][C@@H:9]2[C:13]3[CH:14]=[CH:15][C:16](N)=[CH:17][C:18]=3[CH2:19][C@H:8]12.[OH-:21].[Na+]. (3) Given the product [CH3:17][O:16][CH2:15][C:14]1[S:13][C:12]([N:18]2[CH2:23][CH2:22][O:21][CH2:20][CH2:19]2)=[N:11][C:10]=1[CH2:9][OH:8], predict the reactants needed to synthesize it. The reactants are: [Si]([O:8][CH2:9][C:10]1[N:11]=[C:12]([N:18]2[CH2:23][CH2:22][O:21][CH2:20][CH2:19]2)[S:13][C:14]=1[CH2:15][O:16][CH3:17])(C(C)(C)C)(C)C.F.F.F.C(N(CC)CC)C. (4) Given the product [CH2:47]([NH:46][C:35]([CH:33]1[O:34][C:29]2([CH2:43][CH2:44][N:26]([C:24]([O:23][C:19]([CH3:22])([CH3:21])[CH3:20])=[O:25])[CH2:27][CH2:28]2)[CH2:30][N:31]([CH2:38][C:39]([F:41])([F:40])[F:42])[CH2:32]1)=[O:36])[C:48]([CH3:49])=[O:50], predict the reactants needed to synthesize it. The reactants are: C(P1(=O)OP(CCC)(=O)OP(CCC)(=O)O1)CC.[C:19]([O:23][C:24]([N:26]1[CH2:44][CH2:43][C:29]2([O:34][CH:33]([C:35](O)=[O:36])[CH2:32][N:31]([CH2:38][C:39]([F:42])([F:41])[F:40])[CH2:30]2)[CH2:28][CH2:27]1)=[O:25])([CH3:22])([CH3:21])[CH3:20].Cl.[NH2:46][CH2:47][C:48](=[O:50])[CH3:49].CCN(CC)CC. (5) Given the product [N+:1]([C:4]1[CH:5]=[N:6][CH:7]=[CH:8][C:9]=1[C:10]1[CH2:19][CH2:18][C:13](=[O:14])[CH2:12][CH:11]=1)([O-:3])=[O:2], predict the reactants needed to synthesize it. The reactants are: [N+:1]([C:4]1[CH:5]=[N:6][CH:7]=[CH:8][C:9]=1[C:10]1[CH2:19][CH2:18][C:13]2(OCC[O:14]2)[CH2:12][CH:11]=1)([O-:3])=[O:2]. (6) Given the product [NH2:27][C:24]1[N:25]=[C:33]([CH2:32][CH2:28][NH:27][C:24]2[N:25]=[CH:26][C:21]([NH:20][C:18]([C:4]3[C:5]([C:8]4[CH:9]=[CH:10][C:11]([C:14]([F:15])([F:17])[F:16])=[CH:12][CH:13]=4)=[CH:6][CH:7]=[C:2]([CH3:1])[CH:3]=3)=[O:19])=[CH:22][CH:23]=2)[CH:21]=[CH:22][CH:23]=1, predict the reactants needed to synthesize it. The reactants are: [CH3:1][C:2]1[CH:7]=[CH:6][C:5]([C:8]2[CH:13]=[CH:12][C:11]([C:14]([F:17])([F:16])[F:15])=[CH:10][CH:9]=2)=[C:4]([C:18]([NH:20][C:21]2[CH:22]=[CH:23][C:24]([NH:27][C:28](=O)[O-])=[N:25][CH:26]=2)=[O:19])[CH:3]=1.F[C:32](F)(F)[C:33](O)=O.